From a dataset of Reaction yield outcomes from USPTO patents with 853,638 reactions. Predict the reaction yield, written as a fraction of the theoretical maximum amount of product (1.0 means a 100% yield; for example, 0.34 means a 34% yield). (1) The reactants are [CH:1]1([CH2:4][O:5][C:6]2[N:11]=[C:10]([C:12]([NH:14][C:15]3([CH2:19][C:20](O)=[O:21])[CH2:18][S:17][CH2:16]3)=[O:13])[CH:9]=[CH:8][C:7]=2[C:23]2([F:27])[CH2:26][O:25][CH2:24]2)[CH2:3][CH2:2]1.C1N=C[N:30](C(N2C=NC=C2)=O)C=1.N. No catalyst specified. The product is [NH2:30][C:20](=[O:21])[CH2:19][C:15]1([NH:14][C:12]([C:10]2[CH:9]=[CH:8][C:7]([C:23]3([F:27])[CH2:26][O:25][CH2:24]3)=[C:6]([O:5][CH2:4][CH:1]3[CH2:2][CH2:3]3)[N:11]=2)=[O:13])[CH2:18][S:17][CH2:16]1. The yield is 0.530. (2) The reactants are [CH:1]([C:4]1[CH:5]=[C:6]([C:22]([CH3:24])=[CH2:23])[C:7]2[CH:8]=[CH:9][C:10]3[N:11]([CH:14]=[C:15]([C:17]4[O:18][CH:19]=[N:20][N:21]=4)[N:16]=3)[C:12]=2[N:13]=1)([CH3:3])[CH3:2].C(O)(=O)C. The catalyst is [Pd].C(O)C.O1CCCC1. The product is [CH3:3][CH:1]([C:4]1[CH:5]=[C:6]([CH:22]([CH3:24])[CH3:23])[C:7]2[CH:8]=[CH:9][C:10]3[N:11]([CH:14]=[C:15]([C:17]4[O:18][CH:19]=[N:20][N:21]=4)[N:16]=3)[C:12]=2[N:13]=1)[CH3:2]. The yield is 0.710. (3) The reactants are [CH2:1]([O:3][C:4]([C:6]1([C:12]#[N:13])[CH2:11][CH2:10][CH2:9][CH2:8][CH2:7]1)=[O:5])[CH3:2].[H][H]. The catalyst is [Ni].C(O)C. The product is [CH2:1]([O:3][C:4]([C:6]1([CH2:12][NH2:13])[CH2:11][CH2:10][CH2:9][CH2:8][CH2:7]1)=[O:5])[CH3:2]. The yield is 0.800. (4) The catalyst is ClCCl. The reactants are FC(F)(F)C(O)=O.[Br:8][C:9]1[CH:18]=[C:17]2[C:12]([CH:13]=[CH:14][C:15]([C@H:19]([NH:21][C:22]([C:24]3([CH3:35])[CH2:29][CH2:28][CH2:27][N:26]([C:30](=[O:34])[C@@H:31]([NH2:33])[CH3:32])[NH:25]3)=[O:23])[CH3:20])=[N:16]2)=[CH:11][CH:10]=1.[OH:36][C@@H:37]([CH:41]([CH3:43])[CH3:42])[C:38](O)=[O:39].C(N(CC)C(C)C)(C)C.F[P-](F)(F)(F)(F)F.N1(O[P+](N(C)C)(N(C)C)N(C)C)C2C=CC=CC=2N=N1. The yield is 0.390. The product is [Br:8][C:9]1[CH:18]=[C:17]2[C:12]([CH:13]=[CH:14][C:15]([C@H:19]([NH:21][C:22]([C:24]3([CH3:35])[CH2:29][CH2:28][CH2:27][N:26]([C:30](=[O:34])[C@@H:31]([NH:33][C:38](=[O:39])[C@@H:37]([OH:36])[CH:41]([CH3:43])[CH3:42])[CH3:32])[NH:25]3)=[O:23])[CH3:20])=[N:16]2)=[CH:11][CH:10]=1. (5) The reactants are Cl[CH2:2][CH2:3][CH2:4][C:5](=O)[CH3:6].[C-:8]#[N:9].[Na+].[C:11]([O-])(=O)C.[NH4+:15].[OH-:16].[Na+].C(OC(O[C:21]([CH3:24])([CH3:23])[CH3:22])=O)(O[C:21]([CH3:24])([CH3:23])[CH3:22])=O.[OH2:33]. The product is [C:21]([O:16][C:8]([N:9]1[CH2:2][CH2:3][CH2:4][C:5]1([C:6]#[N:15])[CH3:11])=[O:33])([CH3:24])([CH3:23])[CH3:22]. The yield is 0.570. The catalyst is C(OCC)(=O)C.C(O)(C)(C)C. (6) The reactants are [Li][CH2:2][CH2:3][CH2:4][CH3:5].[N+:6]([C:9]1[CH:14]=[CH:13][C:12]([N:15]2CCC(=O)[CH2:17][CH2:16]2)=[CH:11][CH:10]=1)([O-:8])=[O:7]. The catalyst is [Br-].C[P+](C1C=CC=CC=1)(C1C=CC=CC=1)C1C=CC=CC=1.C1COCC1. The product is [CH2:5]=[C:4]1[CH2:17][CH2:16][N:15]([C:12]2[CH:11]=[CH:10][C:9]([N+:6]([O-:8])=[O:7])=[CH:14][CH:13]=2)[CH2:2][CH2:3]1. The yield is 0.610. (7) The reactants are [Cl:1][C:2]1[CH:11]=[CH:10][C:9]2[C:8]3=[CH:12][CH2:13][C:14](=[O:15])[N:7]3[CH2:6][CH2:5][C:4]=2[N:3]=1.[BH4-].[Na+]. The catalyst is FC(F)(F)C(O)C(F)(F)F. The product is [Cl:1][C:2]1[CH:11]=[CH:10][C:9]2[CH:8]3[CH2:12][CH2:13][C:14](=[O:15])[N:7]3[CH2:6][CH2:5][C:4]=2[N:3]=1. The yield is 0.480. (8) The reactants are [F:1][C:2]1[CH:3]=[C:4]([CH2:9][C@H:10]([NH:14][C:15](=[O:21])[O:16][C:17]([CH3:20])([CH3:19])[CH3:18])[C@H:11]2[CH2:13][O:12]2)[CH:5]=[C:6]([F:8])[CH:7]=1.[NH2:22][C:23]1[C:32]2[C:27](=[CH:28][CH:29]=[C:30]([CH2:33][CH3:34])[CH:31]=2)[O:26][CH2:25][C:24]=1[OH:35]. The catalyst is CC(O)C. The product is [C:17]([O:16][C:15](=[O:21])[NH:14][CH:10]([CH2:9][C:4]1[CH:3]=[C:2]([F:1])[CH:7]=[C:6]([F:8])[CH:5]=1)[CH:11]([OH:12])[CH2:13][NH:22][C:23]1[C:32]2[C:27](=[CH:28][CH:29]=[C:30]([CH2:33][CH3:34])[CH:31]=2)[O:26][CH2:25][C:24]=1[OH:35])([CH3:20])([CH3:19])[CH3:18]. The yield is 0.510. (9) The reactants are Br[C:2]1[C:3]([CH3:16])=[C:4]([CH3:15])[C:5]2[O:9][C:8]([CH2:11][OH:12])([CH3:10])[CH2:7][C:6]=2[C:13]=1[CH3:14].[CH:17]([C:20]1[CH:25]=[CH:24][C:23]([N:26]2[CH2:31][CH2:30][NH:29][CH2:28][CH2:27]2)=[CH:22][CH:21]=1)([CH3:19])[CH3:18]. No catalyst specified. The product is [CH3:10][C:8]1([CH2:11][OH:12])[CH2:7][C:6]2[C:13]([CH3:14])=[C:2]([N:29]3[CH2:30][CH2:31][N:26]([C:23]4[CH:24]=[CH:25][C:20]([CH:17]([CH3:19])[CH3:18])=[CH:21][CH:22]=4)[CH2:27][CH2:28]3)[C:3]([CH3:16])=[C:4]([CH3:15])[C:5]=2[O:9]1. The yield is 0.0600. (10) The reactants are O.O.C([O-])(=O)C.[Li+].[Si:8]([O:15][C@@H:16]1[N:22]([C:23]([O:25][CH2:26][CH:27]=[CH2:28])=[O:24])[C:21]2[CH:29]=[C:30]([O:35][Si](C(C)C)(C(C)C)C(C)C)[C:31]([O:33][CH3:34])=[CH:32][C:20]=2[C:19](=[O:46])[N:18]2[CH:47]=[C:48](/[CH:50]=[CH:51]/[CH3:52])[CH2:49][C@@H:17]12)([C:11]([CH3:14])([CH3:13])[CH3:12])([CH3:10])[CH3:9]. The catalyst is CN(C=O)C.C(OCC)(=O)C. The product is [Si:8]([O:15][C@@H:16]1[N:22]([C:23]([O:25][CH2:26][CH:27]=[CH2:28])=[O:24])[C:21]2[CH:29]=[C:30]([OH:35])[C:31]([O:33][CH3:34])=[CH:32][C:20]=2[C:19](=[O:46])[N:18]2[CH:47]=[C:48](/[CH:50]=[CH:51]/[CH3:52])[CH2:49][C@@H:17]12)([C:11]([CH3:14])([CH3:13])[CH3:12])([CH3:9])[CH3:10]. The yield is 0.450.